This data is from Forward reaction prediction with 1.9M reactions from USPTO patents (1976-2016). The task is: Predict the product of the given reaction. (1) Given the reactants Br[C:2]1[N:3]([CH2:27][CH3:28])[C:4]2[C:9](=[O:10])[N:8]([C:11]3[CH:16]=[C:15]([CH3:17])[C:14](=[O:18])[N:13]([CH3:19])[CH:12]=3)[CH:7]([C:20]3[CH:25]=[CH:24][C:23]([Cl:26])=[CH:22][CH:21]=3)[C:5]=2[N:6]=1.[CH3:29][N:30]1[C:34](B(O)O)=[CH:33][CH:32]=[N:31]1, predict the reaction product. The product is: [Cl:26][C:23]1[CH:24]=[CH:25][C:20]([CH:7]2[C:5]3[N:6]=[C:2]([C:34]4[N:30]([CH3:29])[N:31]=[CH:32][CH:33]=4)[N:3]([CH2:27][CH3:28])[C:4]=3[C:9](=[O:10])[N:8]2[C:11]2[CH:16]=[C:15]([CH3:17])[C:14](=[O:18])[N:13]([CH3:19])[CH:12]=2)=[CH:21][CH:22]=1. (2) Given the reactants C(OC(N(C)[C@@H](C)[C:10]([NH:12][C@@H:13]([C:42]([CH3:45])([CH3:44])[CH3:43])[C:14]([N:16]1[C@H:20]([C:21](=[O:33])[NH:22][C@H:23]2[C:32]3[C:27](=[CH:28][CH:29]=[CH:30][CH:31]=3)[CH2:26][CH2:25][CH2:24]2)[CH2:19][C@H:18]([NH:34][C:35](=[O:41])[CH2:36][CH2:37][C:38](O)=[O:39])[CH2:17]1)=[O:15])=[O:11])=O)(C)(C)C.[NH2:48][C:49]1[CH:58]=[C:57]2[C:52]([CH2:53][C@@H:54]([C:80](=[O:92])[NH:81][C@H:82]3[C:91]4[C:86](=[CH:87][CH:88]=[CH:89][CH:90]=4)[CH2:85][CH2:84][CH2:83]3)[N:55]([C:59](=[O:79])[C@@H:60]([NH:65][C:66](=[O:78])[C@@H:67]([N:69](C)[C:70](=O)OC(C)(C)C)[CH3:68])[C:61]([CH3:64])([CH3:63])[CH3:62])[CH2:56]2)=[CH:51][CH:50]=1.CN(C(ON1N=NC2C=[CH:105][CH:106]=[N:107][C:102]1=2)=[N+](C)C)C.F[P-](F)(F)(F)(F)F.C(N(C(C)C)C(C)C)C.C([O-])(O)=O.[Na+].C(O)(C(F)(F)F)=O, predict the reaction product. The product is: [CH3:62][C:61]([CH3:63])([CH3:64])[C@H:60]([NH:65][C:66](=[O:78])[C@@H:67]([NH:69][CH3:70])[CH3:68])[C:59]([N:55]1[C@H:54]([C:80](=[O:92])[NH:81][C@H:82]2[C:91]3[C:86](=[CH:87][CH:88]=[CH:89][CH:90]=3)[CH2:85][CH2:84][CH2:83]2)[CH2:53][C:52]2[C:57](=[CH:58][C:49]([NH:48][C:38](=[O:39])[CH2:37][CH2:36][C:35]([NH:34][C@H:18]3[CH2:19][C@@H:20]([C:21](=[O:33])[NH:22][C@H:23]4[C:32]5[C:27](=[CH:28][CH:29]=[CH:30][CH:31]=5)[CH2:26][CH2:25][CH2:24]4)[N:16]([C:14](=[O:15])[C@@H:13]([NH:12][C:10](=[O:11])[C@@H:106]([NH:107][CH3:102])[CH3:105])[C:42]([CH3:43])([CH3:45])[CH3:44])[CH2:17]3)=[O:41])=[CH:50][CH:51]=2)[CH2:56]1)=[O:79]. (3) Given the reactants [Cl:1][C:2]1[CH:3]=[C:4]([CH:19]=[CH:20][CH:21]=1)[C:5]([N:7]=[C:8]1[NH:12][C:11]2[CH:13]=[CH:14][C:15]([CH3:18])=[C:16]([F:17])[C:10]=2[S:9]1)=[O:6].Br[CH:23]([CH2:28][CH3:29])[C:24]([O:26]C)=[O:25].ClC1C=CC2NC(=NC(=O)C3C=CC=C(C(F)(F)F)C=3)SC=2C=1F.BrCC(OCC)=O, predict the reaction product. The product is: [Cl:1][C:2]1[CH:3]=[C:4]([CH:19]=[CH:20][CH:21]=1)[C:5]([N:7]=[C:8]1[N:12]([CH:23]([CH2:28][CH3:29])[C:24]([OH:26])=[O:25])[C:11]2[CH:13]=[CH:14][C:15]([CH3:18])=[C:16]([F:17])[C:10]=2[S:9]1)=[O:6]. (4) Given the reactants CC([CH2:5][N:6]([CH2:10][CH2:11][N:12]1[CH:16]=[C:15]([C:17]2[CH:18]=[C:19]3[C:24](=[CH:25][CH:26]=2)[N:23]([C:27](=[O:29])[CH3:28])[C@@H:22]([CH3:30])[CH2:21][C@H:20]3[NH:31][C:32]2[CH:37]=[CH:36][CH:35]=[C:34]([F:38])[N:33]=2)[CH:14]=[N:13]1)C(=O)[O-])(C)C.FC(F)(F)C(O)=O.[ClH:46].CCOCC, predict the reaction product. The product is: [ClH:46].[C:27]([N:23]1[C:24]2[C:19](=[CH:18][C:17]([C:15]3[CH:14]=[N:13][N:12]([CH2:11][CH2:10][NH:6][CH3:5])[CH:16]=3)=[CH:26][CH:25]=2)[C@H:20]([NH:31][C:32]2[CH:37]=[CH:36][CH:35]=[C:34]([F:38])[N:33]=2)[CH2:21][C@@H:22]1[CH3:30])(=[O:29])[CH3:28]. (5) Given the reactants [C:1]([C:3]1[CH:8]=[CH:7][C:6]([C:9]2[NH:10][C:11]3[CH:17]=[C:16]([C:18](O)=[O:19])[CH:15]=[CH:14][C:12]=3[N:13]=2)=[CH:5][CH:4]=1)#[N:2].[C:21]1([NH2:28])[CH:26]=[CH:25][C:24]([NH2:27])=[CH:23][CH:22]=1, predict the reaction product. The product is: [C:21]1([NH:28][C:18]([C:16]2[CH:15]=[CH:14][C:12]3[NH:13][C:9]([C:6]4[CH:5]=[CH:4][C:3]([C:1]#[N:2])=[CH:8][CH:7]=4)=[N:10][C:11]=3[CH:17]=2)=[O:19])[CH:26]=[CH:25][C:24]([NH:27][C:18]([C:16]2[CH:15]=[CH:14][C:12]3[NH:13][C:9]([C:6]4[CH:5]=[CH:4][C:3]([C:1]#[N:2])=[CH:8][CH:7]=4)=[N:10][C:11]=3[CH:17]=2)=[O:19])=[CH:23][CH:22]=1. (6) Given the reactants Cl[C:2]1[CH:3]=[C:4]([C@@H:8]([C@@H:17]2[CH2:22][CH2:21][CH2:20][N:19]([C:23](=[O:44])[NH:24][C@H:25]([CH2:34][N:35]([CH3:43])[C:36]([O:38][C:39]([CH3:42])([CH3:41])[CH3:40])=[O:37])[C@H:26]([CH:28]3[CH2:33][CH2:32][CH2:31][CH2:30][CH2:29]3)[OH:27])[CH2:18]2)[O:9][CH2:10][CH2:11][NH:12][C:13](=[O:16])[O:14][CH3:15])[CH:5]=[CH:6][CH:7]=1, predict the reaction product. The product is: [CH:28]1([C@H:26]([OH:27])[C@H:25]([NH:24][C:23]([N:19]2[CH2:20][CH2:21][CH2:22][C@@H:17]([C@H:8]([C:4]3[CH:3]=[CH:2][CH:7]=[CH:6][CH:5]=3)[O:9][CH2:10][CH2:11][NH:12][C:13](=[O:16])[O:14][CH3:15])[CH2:18]2)=[O:44])[CH2:34][N:35]([CH3:43])[C:36]([O:38][C:39]([CH3:40])([CH3:42])[CH3:41])=[O:37])[CH2:29][CH2:30][CH2:31][CH2:32][CH2:33]1. (7) Given the reactants [CH3:1][O:2][C:3]1[CH:11]=[C:10]2[C:6]([C:7]([NH2:12])=[N:8][NH:9]2)=[CH:5][CH:4]=1.Br[CH2:14][C:15]([C:17]1[CH:22]=[CH:21][CH:20]=[C:19]([OH:23])[CH:18]=1)=O, predict the reaction product. The product is: [CH3:1][O:2][C:3]1[CH:4]=[CH:5][C:6]2[C:7]3[N:8]([CH:14]=[C:15]([C:17]4[CH:18]=[C:19]([OH:23])[CH:20]=[CH:21][CH:22]=4)[N:12]=3)[NH:9][C:10]=2[CH:11]=1. (8) Given the reactants [CH:1]1([C:4]2[C:5]([O:13][CH2:14][C:15]([F:18])([F:17])[F:16])=[CH:6][C:7]([C:10]([OH:12])=O)=[N:8][CH:9]=2)[CH2:3][CH2:2]1.Cl.[NH2:20][CH:21]([CH2:26][CH:27]([CH3:29])[CH3:28])[CH2:22][C:23]([NH2:25])=[O:24], predict the reaction product. The product is: [C:23]([CH2:22][CH:21]([NH:20][C:10]([C:7]1[CH:6]=[C:5]([O:13][CH2:14][C:15]([F:18])([F:17])[F:16])[C:4]([CH:1]2[CH2:2][CH2:3]2)=[CH:9][N:8]=1)=[O:12])[CH2:26][CH:27]([CH3:29])[CH3:28])(=[O:24])[NH2:25].